Dataset: Full USPTO retrosynthesis dataset with 1.9M reactions from patents (1976-2016). Task: Predict the reactants needed to synthesize the given product. The reactants are: [CH3:1][O:2][C:3](=[O:24])/[CH:4]=[CH:5]/[C:6]1[CH:11]=[CH:10][C:9]([CH:12]2[CH2:16][CH2:15][CH2:14][N:13]2[CH2:17][CH2:18][C:19]2[NH:23][N:22]=[N:21][N:20]=2)=[CH:8][CH:7]=1.I[CH3:26].[OH-].[Na+]. Given the product [CH3:1][O:2][C:3](=[O:24])/[CH:4]=[CH:5]/[C:6]1[CH:7]=[CH:8][C:9]([CH:12]2[CH2:16][CH2:15][CH2:14][N:13]2[CH2:17][CH2:18][C:19]2[N:23]=[N:22][N:21]([CH3:26])[N:20]=2)=[CH:10][CH:11]=1.[CH3:1][O:2][C:3](=[O:24])/[CH:4]=[CH:5]/[C:6]1[CH:7]=[CH:8][C:9]([CH:12]2[CH2:16][CH2:15][CH2:14][N:13]2[CH2:17][CH2:18][C:19]2[N:20]([CH3:26])[N:21]=[N:22][N:23]=2)=[CH:10][CH:11]=1, predict the reactants needed to synthesize it.